Dataset: Full USPTO retrosynthesis dataset with 1.9M reactions from patents (1976-2016). Task: Predict the reactants needed to synthesize the given product. (1) Given the product [F:1][C:2]1[CH:3]=[C:4]([C:9]2[C:17]3[CH2:16][C:15](=[O:18])[CH2:14][CH2:13][C:12]=3[N:11]([C:19]([NH:21][C@@H:22]([C:27]([CH3:30])([CH3:29])[CH3:28])[C:23]([NH:25][CH3:26])=[O:24])=[O:20])[N:10]=2)[CH:5]=[CH:6][C:7]=1[F:8], predict the reactants needed to synthesize it. The reactants are: [F:1][C:2]1[CH:3]=[C:4]([C:9]2[C:17]3[CH2:16][CH:15]([OH:18])[CH2:14][CH2:13][C:12]=3[N:11]([C:19]([NH:21][C@@H:22]([C:27]([CH3:30])([CH3:29])[CH3:28])[C:23]([NH:25][CH3:26])=[O:24])=[O:20])[N:10]=2)[CH:5]=[CH:6][C:7]=1[F:8].FC1C=C(C2C3CC4(OCCO4)CCC=3N(C(N[C@@H](C(C)(C)C)C(NC)=O)=O)N=2)C=CC=1F.C1(C)C=CC(S(O)(=O)=O)=CC=1.O. (2) Given the product [C:9]([C:7]1[CH:8]=[C:3]([CH2:1][CH3:2])[CH:4]=[CH:5][C:6]=1[O:17][CH2:18][CH2:19][CH:20]([O:22][S:24]([CH3:23])(=[O:26])=[O:25])[CH3:21])(=[O:10])[C:11]1[CH:12]=[CH:13][CH:14]=[CH:15][CH:16]=1, predict the reactants needed to synthesize it. The reactants are: [CH2:1]([C:3]1[CH:4]=[CH:5][C:6]([O:17][CH2:18][CH2:19][CH:20]([OH:22])[CH3:21])=[C:7]([C:9]([C:11]2[CH:16]=[CH:15][CH:14]=[CH:13][CH:12]=2)=[O:10])[CH:8]=1)[CH3:2].[CH3:23][S:24](Cl)(=[O:26])=[O:25].CCN(CC)CC. (3) Given the product [NH2:15][C:16]1[CH:17]=[CH:18][C:19]2[NH:22][C:23]3[C:24](=[CH:28][C:29]([N+:32]([O-:34])=[O:33])=[CH:30][CH:31]=3)[C:25](=[O:27])[C:20]=2[CH:21]=1, predict the reactants needed to synthesize it. The reactants are: O=P12OP3(OP(OP(O3)(O1)=O)(=O)O2)=O.[NH2:15][C:16]1[CH:21]=[CH:20][C:19]([NH:22][C:23]2[CH:31]=[CH:30][C:29]([N+:32]([O-:34])=[O:33])=[CH:28][C:24]=2[C:25]([OH:27])=O)=[CH:18][CH:17]=1.N. (4) Given the product [O:38]1[C:33]2[CH:32]=[CH:37][CH:36]=[CH:27][C:28]=2[N:29]=[C:30]1[NH:1][C:2]1[CH:3]=[CH:4][C:5]([C:8]2[C:16]3[C:15]([NH2:17])=[N:14][CH:13]=[N:12][C:11]=3[S:10][C:9]=2[CH3:18])=[CH:6][CH:7]=1, predict the reactants needed to synthesize it. The reactants are: [NH2:1][C:2]1[CH:7]=[CH:6][C:5]([C:8]2[C:16]3[C:15]([NH2:17])=[N:14][CH:13]=[N:12][C:11]=3[S:10][C:9]=2[CH3:18])=[CH:4][CH:3]=1.[CH:27]1N=[CH:30][N:29](C(N2[CH:30]=[N:29][CH:28]=[CH:27]2)=S)[CH:28]=1.N[C:32]1[CH:37]=[CH:36]C=C[C:33]=1[OH:38].Cl.C(N=C=NCCCN(C)C)C.